From a dataset of Catalyst prediction with 721,799 reactions and 888 catalyst types from USPTO. Predict which catalyst facilitates the given reaction. (1) Reactant: C([O:3][C:4](=[O:40])[CH2:5][CH:6]([C:14]1[CH:19]=[CH:18][C:17]([O:20][CH2:21][C:22]2[CH:27]=[CH:26][C:25]([C:28]3[CH:33]=[C:32]([CH3:34])[CH:31]=[CH:30][C:29]=3[O:35][CH2:36][CH2:37][CH2:38][CH3:39])=[CH:24][CH:23]=2)=[CH:16][CH:15]=1)[C:7]1[CH:12]=[CH:11][C:10]([F:13])=[CH:9][CH:8]=1)C.[OH-].[Na+]. Product: [CH2:36]([O:35][C:29]1[CH:30]=[CH:31][C:32]([CH3:34])=[CH:33][C:28]=1[C:25]1[CH:26]=[CH:27][C:22]([CH2:21][O:20][C:17]2[CH:18]=[CH:19][C:14]([CH:6]([C:7]3[CH:12]=[CH:11][C:10]([F:13])=[CH:9][CH:8]=3)[CH2:5][C:4]([OH:40])=[O:3])=[CH:15][CH:16]=2)=[CH:23][CH:24]=1)[CH2:37][CH2:38][CH3:39]. The catalyst class is: 1. (2) The catalyst class is: 10. Reactant: Cl[CH2:2][C:3]([N:5]1[CH2:10][CH2:9][N:8]([CH2:11][C:12]2[O:13][C:14]3[CH:20]=[CH:19][C:18]([C:21]([F:24])([F:23])[F:22])=[CH:17][C:15]=3[CH:16]=2)[CH2:7][CH2:6]1)=[O:4].C(=O)([O-])[O-].[K+].[K+].[N+:31]([C:34]1[CH:39]=[CH:38][C:37]([NH:40][C:41]2[CH:46]=[CH:45][C:44]([OH:47])=[CH:43][CH:42]=2)=[CH:36][C:35]=1[C:48]([F:51])([F:50])[F:49])([O-:33])=[O:32]. Product: [N+:31]([C:34]1[CH:39]=[CH:38][C:37]([NH:40][C:41]2[CH:42]=[CH:43][C:44]([O:47][CH2:2][C:3]([N:5]3[CH2:10][CH2:9][N:8]([CH2:11][C:12]4[O:13][C:14]5[CH:20]=[CH:19][C:18]([C:21]([F:24])([F:23])[F:22])=[CH:17][C:15]=5[CH:16]=4)[CH2:7][CH2:6]3)=[O:4])=[CH:45][CH:46]=2)=[CH:36][C:35]=1[C:48]([F:49])([F:50])[F:51])([O-:33])=[O:32].